From a dataset of NCI-60 drug combinations with 297,098 pairs across 59 cell lines. Regression. Given two drug SMILES strings and cell line genomic features, predict the synergy score measuring deviation from expected non-interaction effect. (1) Drug 1: C1=NC2=C(N1)C(=S)N=CN2. Drug 2: C1CN(P(=O)(OC1)NCCCl)CCCl. Cell line: KM12. Synergy scores: CSS=27.8, Synergy_ZIP=-1.88, Synergy_Bliss=4.28, Synergy_Loewe=-26.7, Synergy_HSA=3.19. (2) Drug 1: CN(C)C1=NC(=NC(=N1)N(C)C)N(C)C. Drug 2: CC1CCC2CC(C(=CC=CC=CC(CC(C(=O)C(C(C(=CC(C(=O)CC(OC(=O)C3CCCCN3C(=O)C(=O)C1(O2)O)C(C)CC4CCC(C(C4)OC)OCCO)C)C)O)OC)C)C)C)OC. Cell line: NCI-H322M. Synergy scores: CSS=12.6, Synergy_ZIP=2.19, Synergy_Bliss=3.79, Synergy_Loewe=-9.74, Synergy_HSA=1.61.